Dataset: Catalyst prediction with 721,799 reactions and 888 catalyst types from USPTO. Task: Predict which catalyst facilitates the given reaction. (1) Reactant: [C:1]([C:4]1[CH:5]=[C:6]([CH:9]=[CH:10][CH:11]=1)[CH:7]=[O:8])([OH:3])=O.[C:12](C1NC=CN=1)([C:14]1[NH:15][CH:16]=[CH:17]N=1)=O.C(NCC)C.O. Product: [CH2:14]([N:15]([CH2:16][CH3:17])[C:1](=[O:3])[C:4]1[CH:11]=[CH:10][CH:9]=[C:6]([CH:7]=[O:8])[CH:5]=1)[CH3:12]. The catalyst class is: 7. (2) Reactant: [C:1]([O:5][C:6]([N:8]1[CH2:13][CH2:12][CH:11]([C:14]([OH:16])=O)[CH2:10][CH2:9]1)=[O:7])([CH3:4])([CH3:3])[CH3:2].CN1CCOCC1.ClC(OCC(C)C)=O.Cl.[NH2:33][CH2:34][C:35]([C:37]1[CH:42]=[CH:41][C:40]([F:43])=[C:39]([C:44]([F:47])([F:46])[F:45])[CH:38]=1)=[O:36]. Product: [C:1]([O:5][C:6]([N:8]1[CH2:9][CH2:10][CH:11]([C:14](=[O:16])[NH:33][CH2:34][C:35]([C:37]2[CH:42]=[CH:41][C:40]([F:43])=[C:39]([C:44]([F:47])([F:45])[F:46])[CH:38]=2)=[O:36])[CH2:12][CH2:13]1)=[O:7])([CH3:2])([CH3:3])[CH3:4]. The catalyst class is: 1.